Predict the reaction yield, written as a fraction of the theoretical maximum amount of product (1.0 means a 100% yield; for example, 0.34 means a 34% yield). From a dataset of Reaction yield outcomes from USPTO patents with 853,638 reactions. (1) The reactants are [NH2:1][C:2]1[C:7]2[C:8]([C:11]3[CH:16]=[CH:15][C:14]([O:17][C:18]4[CH:23]=[CH:22][CH:21]=[CH:20][CH:19]=4)=[CH:13][CH:12]=3)=[CH:9][S:10][C:6]=2[C:5](/[CH:24]=[CH:25]/[C:26](OCC)=[O:27])=[CH:4][N:3]=1.CC(C[AlH]CC(C)C)C.CO. The catalyst is C1COCC1. The product is [NH2:1][C:2]1[C:7]2[C:8]([C:11]3[CH:12]=[CH:13][C:14]([O:17][C:18]4[CH:23]=[CH:22][CH:21]=[CH:20][CH:19]=4)=[CH:15][CH:16]=3)=[CH:9][S:10][C:6]=2[C:5](/[CH:24]=[CH:25]/[CH2:26][OH:27])=[CH:4][N:3]=1. The yield is 0.490. (2) The reactants are [CH2:1]=[C:2]([CH2:6][C:7]([OH:9])=[O:8])[C:3]([OH:5])=[O:4].[CH3:10]C1C=CC(S(N)(=O)=O)=CC=1. The catalyst is CO. The product is [CH3:10][O:8][C:7](=[O:9])[CH2:6][C:2](=[CH2:1])[C:3]([OH:5])=[O:4]. The yield is 0.990. (3) The reactants are [CH2:1]([CH:3]([C:6]1[C:14]2[NH:13][C:12](=[O:15])[NH:11][C:10]=2[CH:9]=[CH:8][CH:7]=1)[CH2:4][CH3:5])[CH3:2].C(=O)([O-])[O-].[K+].[K+].[C:22](O[C:22]([O:24][C:25]([CH3:28])([CH3:27])[CH3:26])=[O:23])([O:24][C:25]([CH3:28])([CH3:27])[CH3:26])=[O:23]. The catalyst is O1CCCC1.O. The product is [CH2:1]([CH:3]([C:6]1[C:14]2[NH:13][C:12](=[O:15])[N:11]([C:22]([O:24][C:25]([CH3:28])([CH3:27])[CH3:26])=[O:23])[C:10]=2[CH:9]=[CH:8][CH:7]=1)[CH2:4][CH3:5])[CH3:2]. The yield is 0.710. (4) The reactants are C[O:2][C:3](=[O:31])[CH2:4][CH2:5][C:6]1[CH:7]=[C:8]2[C:13](=[CH:14][CH:15]=1)[N:12]=[C:11]([C:16]1[CH:17]=[N:18][CH:19]=[CH:20][CH:21]=1)[N:10]=[C:9]2[NH:22][C:23]1[CH:28]=[CH:27][C:26]([F:29])=[C:25]([Cl:30])[CH:24]=1.[OH-].[Na+]. The catalyst is CN(C=O)C.O. The product is [Cl:30][C:25]1[CH:24]=[C:23]([NH:22][C:9]2[C:8]3[C:13](=[CH:14][CH:15]=[C:6]([CH2:5][CH2:4][C:3]([OH:31])=[O:2])[CH:7]=3)[N:12]=[C:11]([C:16]3[CH:17]=[N:18][CH:19]=[CH:20][CH:21]=3)[N:10]=2)[CH:28]=[CH:27][C:26]=1[F:29]. The yield is 0.930. (5) The reactants are [CH:1]1([CH2:4][O:5][C:6]2[N:11]=[C:10]([C:12]([OH:14])=O)[CH:9]=[CH:8][C:7]=2[N:15]2[CH2:18][C:17]([F:20])([F:19])[CH2:16]2)[CH2:3][CH2:2]1.[NH2:21][C:22]1([CH2:26][C:27]([O:29][CH3:30])=[O:28])[CH2:25][S:24][CH2:23]1.CCN(C(C)C)C(C)C. No catalyst specified. The product is [CH:1]1([CH2:4][O:5][C:6]2[N:11]=[C:10]([C:12]([NH:21][C:22]3([CH2:26][C:27]([O:29][CH3:30])=[O:28])[CH2:25][S:24][CH2:23]3)=[O:14])[CH:9]=[CH:8][C:7]=2[N:15]2[CH2:18][C:17]([F:20])([F:19])[CH2:16]2)[CH2:2][CH2:3]1. The yield is 0.900.